Dataset: Full USPTO retrosynthesis dataset with 1.9M reactions from patents (1976-2016). Task: Predict the reactants needed to synthesize the given product. (1) Given the product [CH3:26][O:27][C:28]1[C:33]2[C:34]([C:41]3[CH:42]=[C:43]([CH:46]=[CH:47][CH:48]=3)[C:44]([NH2:45])=[O:2])=[N:35][CH2:36][C:37](=[O:40])[N:38]([CH3:39])[C:32]=2[CH:31]=[C:30]([O:49][CH3:50])[CH:29]=1, predict the reactants needed to synthesize it. The reactants are: C[O:2]C1C(OC)=CC2N(C)C(=O)CN=C(C3C=C(C=CC=3)C#N)C=2C=1.[CH3:26][O:27][C:28]1[C:33]2[C:34]([C:41]3[CH:42]=[C:43]([CH:46]=[CH:47][CH:48]=3)[C:44]#[N:45])=[N:35][CH2:36][C:37](=[O:40])[N:38]([CH3:39])[C:32]=2[CH:31]=[C:30]([O:49][CH3:50])[CH:29]=1. (2) Given the product [CH2:12]([O:14][C:15](=[O:27])/[CH:16]=[CH:17]/[C:18]1[CH:26]=[CH:25][C:23]([O:24][CH2:2][C:3]2[C:8]([CH3:9])=[N:7][C:6]([CH3:10])=[C:5]([CH3:11])[N:4]=2)=[C:20]([O:21][CH3:22])[CH:19]=1)[CH3:13], predict the reactants needed to synthesize it. The reactants are: Br[CH2:2][C:3]1[C:8]([CH3:9])=[N:7][C:6]([CH3:10])=[C:5]([CH3:11])[N:4]=1.[CH2:12]([O:14][C:15](=[O:27])/[CH:16]=[CH:17]/[C:18]1[CH:26]=[CH:25][C:23]([OH:24])=[C:20]([O:21][CH3:22])[CH:19]=1)[CH3:13].C(=O)([O-])[O-].[K+].[K+].CN(C=O)C. (3) Given the product [F:30][C:2]1([F:1])[CH2:7][CH2:6][CH2:5][CH:4]([C@@H:8]2[CH2:13][C@H:12]([C:14]3[CH:15]=[CH:16][CH:17]=[CH:18][CH:19]=3)[CH2:11][CH2:10][NH:9]2)[CH2:3]1, predict the reactants needed to synthesize it. The reactants are: [F:1][C:2]1([F:30])[CH2:7][CH2:6][CH2:5][CH:4]([C@@H:8]2[CH2:13][C@H:12]([C:14]3[CH:19]=[CH:18][CH:17]=[CH:16][CH:15]=3)[CH2:11][CH2:10][N:9]2C(OCC2C=CC=CC=2)=O)[CH2:3]1.[H-].[Na+].N1C=CN=C1.C(=S)=S.IC.CC(N=NC(C#N)(C)C)(C#N)C.CCCC[SnH](CCCC)CCCC.